This data is from Full USPTO retrosynthesis dataset with 1.9M reactions from patents (1976-2016). The task is: Predict the reactants needed to synthesize the given product. (1) Given the product [N:30]1([CH2:24][C:22]2[CH:21]=[N:20][N:19]([C:17]3[CH:16]=[CH:15][N:14]=[C:13]([NH:12][C:6]4[C:5]([O:26][CH3:27])=[CH:4][C:3]([N:2]([CH3:28])[CH3:1])=[C:8]([NH:9][C:5](=[O:26])[CH:4]=[CH2:3])[CH:7]=4)[N:18]=3)[CH:23]=2)[CH2:33][CH2:32][CH2:31]1, predict the reactants needed to synthesize it. The reactants are: [CH3:1][N:2]([CH3:28])[C:3]1[C:8]([N+:9]([O-])=O)=[CH:7][C:6]([NH:12][C:13]2[N:18]=[C:17]([N:19]3[CH:23]=[C:22]([CH:24]=O)[CH:21]=[N:20]3)[CH:16]=[CH:15][N:14]=2)=[C:5]([O:26][CH3:27])[CH:4]=1.Cl.[NH:30]1[CH2:33][CH2:32][CH2:31]1. (2) Given the product [NH2:22][C:23]1[CH:28]=[CH:27][CH:26]=[CH:25][C:24]=1[C:29]#[C:30][C:31]1[C:32]([O:41][CH3:42])=[CH:33][C:34]([O:39][CH3:40])=[C:35](/[CH:36]=[CH:2]/[C:1]([C:4]2[CH:9]=[CH:8][C:7]([S:10]([NH:13][CH2:14][CH2:15][CH2:16][N:17]3[CH:21]=[CH:20][N:19]=[CH:18]3)(=[O:12])=[O:11])=[CH:6][CH:5]=2)=[O:3])[CH:38]=1, predict the reactants needed to synthesize it. The reactants are: [C:1]([C:4]1[CH:9]=[CH:8][C:7]([S:10]([NH:13][CH2:14][CH2:15][CH2:16][N:17]2[CH:21]=[CH:20][N:19]=[CH:18]2)(=[O:12])=[O:11])=[CH:6][CH:5]=1)(=[O:3])[CH3:2].[NH2:22][C:23]1[CH:28]=[CH:27][CH:26]=[CH:25][C:24]=1[C:29]#[C:30][C:31]1[C:32]([O:41][CH3:42])=[CH:33][C:34]([O:39][CH3:40])=[C:35]([CH:38]=1)[CH:36]=O.C[O-].[Li+]. (3) Given the product [N+:1]([C:4]1[CH:8]=[N:7][N:6]2[C:14]([C:16]3[CH:17]=[C:18]([N:22]([CH2:27][C:28]#[CH:29])[S:23]([CH3:26])(=[O:25])=[O:24])[CH:19]=[CH:20][CH:21]=3)=[CH:13][CH:12]=[N:9][C:5]=12)([O-:3])=[O:2], predict the reactants needed to synthesize it. The reactants are: [N+:1]([C:4]1[CH:8]=[N:7][NH:6][C:5]=1[NH2:9])([O-:3])=[O:2].CN(C)[CH:12]=[CH:13][C:14]([C:16]1[CH:17]=[C:18]([N:22]([CH2:27][C:28]#[CH:29])[S:23]([CH3:26])(=[O:25])=[O:24])[CH:19]=[CH:20][CH:21]=1)=O.C(OCC)(=O)C. (4) Given the product [CH2:1]([C:5]1[N:6]([CH2:15][C:16]2[CH:21]=[CH:20][CH:19]=[CH:18][C:17]=2[Cl:22])[C:7]([CH2:10][OH:11])=[CH:8][N:9]=1)[CH2:2][CH2:3][CH3:4], predict the reactants needed to synthesize it. The reactants are: [CH2:1]([C:5]1[N:6]([CH2:15][C:16]2[CH:21]=[CH:20][CH:19]=[CH:18][C:17]=2[Cl:22])[C:7]([CH2:10][O:11]C(=O)C)=[CH:8][N:9]=1)[CH2:2][CH2:3][CH3:4].[OH-].[Na+].C(Cl)Cl. (5) Given the product [N:1]([C:2]1[CH:3]=[CH:4][C:5]([CH3:25])=[C:6]([C:8]([C:10]2[CH:15]=[CH:14][C:13]([NH:16][C:17]3[CH:22]=[CH:21][C:20]([F:23])=[CH:19][CH:18]=3)=[CH:12][C:11]=2[Cl:24])=[O:9])[CH:7]=1)=[N+:31]=[N-:32], predict the reactants needed to synthesize it. The reactants are: [NH2:1][C:2]1[CH:3]=[CH:4][C:5]([CH3:25])=[C:6]([C:8]([C:10]2[CH:15]=[CH:14][C:13]([NH:16][C:17]3[CH:22]=[CH:21][C:20]([F:23])=[CH:19][CH:18]=3)=[CH:12][C:11]=2[Cl:24])=[O:9])[CH:7]=1.FC(F)(F)S([N:31]=[N+:32]=[N-])(=O)=O.CO.CCOC(C)=O.C([O-])(O)=O.[Na+]. (6) Given the product [CH3:1][O:2][C:3]([C:5]1[S:14][C:8]2[N:9]=[CH:10][N:11]=[C:12]([NH:16][C:17]3[CH:36]=[CH:35][C:34]([F:37])=[CH:33][C:18]=3[O:19][C@@H:20]3[CH2:25][CH2:24][CH2:23][N:22]([C:26]([O:28][C:29]([CH3:32])([CH3:31])[CH3:30])=[O:27])[CH2:21]3)[C:7]=2[C:6]=1[CH3:15])=[O:4], predict the reactants needed to synthesize it. The reactants are: [CH3:1][O:2][C:3]([C:5]1[S:14][C:8]2[N:9]=[CH:10][N:11]=[C:12](Cl)[C:7]=2[C:6]=1[CH3:15])=[O:4].[NH2:16][C:17]1[CH:36]=[CH:35][C:34]([F:37])=[CH:33][C:18]=1[O:19][C@@H:20]1[CH2:25][CH2:24][CH2:23][N:22]([C:26]([O:28][C:29]([CH3:32])([CH3:31])[CH3:30])=[O:27])[CH2:21]1.